From a dataset of Reaction yield outcomes from USPTO patents with 853,638 reactions. Predict the reaction yield, written as a fraction of the theoretical maximum amount of product (1.0 means a 100% yield; for example, 0.34 means a 34% yield). The reactants are C=C1C[N:5]([C:7]([O:9][C:10]([CH3:13])([CH3:12])[CH3:11])=[O:8])[CH:4]([C:14]([O:16][CH3:17])=[O:15])C1.C[N+]1([O-])CC[O:22][CH2:21]C1.[CH3:26][C:27]([CH3:29])=[O:28]. The catalyst is O. The product is [OH:28][C:27]1([CH2:21][OH:22])[CH2:29][N:5]([C:7]([O:9][C:10]([CH3:11])([CH3:12])[CH3:13])=[O:8])[CH:4]([C:14]([O:16][CH3:17])=[O:15])[CH2:26]1. The yield is 0.610.